From a dataset of Forward reaction prediction with 1.9M reactions from USPTO patents (1976-2016). Predict the product of the given reaction. Given the reactants Cl[C:2]1[CH:7]=[C:6]([Cl:8])[N:5]=[C:4]([C:9]2[CH:14]=[CH:13][CH:12]=[C:11]([O:15][CH3:16])[CH:10]=2)[N:3]=1.C([O-])([O-])=O.[K+].[K+].[NH:23]1[CH2:28][CH2:27][O:26][CH2:25][CH2:24]1, predict the reaction product. The product is: [Cl:8][C:6]1[N:5]=[C:4]([C:9]2[CH:14]=[CH:13][CH:12]=[C:11]([O:15][CH3:16])[CH:10]=2)[N:3]=[C:2]([N:23]2[CH2:28][CH2:27][O:26][CH2:25][CH2:24]2)[CH:7]=1.